Dataset: Full USPTO retrosynthesis dataset with 1.9M reactions from patents (1976-2016). Task: Predict the reactants needed to synthesize the given product. (1) Given the product [Cl:1][C:2]1[N:7]=[C:6]([NH:21][C@H:22]2[CH2:27][CH2:26][C@H:25]([OH:28])[CH2:24][CH2:23]2)[C:5]([N+:9]([O-:11])=[O:10])=[CH:4][N:3]=1, predict the reactants needed to synthesize it. The reactants are: [Cl:1][C:2]1[N:7]=[C:6](Cl)[C:5]([N+:9]([O-:11])=[O:10])=[CH:4][N:3]=1.CCN(C(C)C)C(C)C.[NH2:21][C@H:22]1[CH2:27][CH2:26][C@H:25]([OH:28])[CH2:24][CH2:23]1. (2) Given the product [F:3][C:4]1[CH:9]=[C:8]([CH2:10][NH:11][C:12]2[CH:13]=[CH:14][CH:15]=[C:16]3[C:21]=2[N:20]([CH2:22][CH2:23][CH3:24])[CH2:19][CH2:18][CH2:17]3)[CH:7]=[CH:6][C:5]=1[CH2:25][CH2:26][C:27]([O:29][CH2:30][CH3:31])=[O:28], predict the reactants needed to synthesize it. The reactants are: [BH4-].[Na+].[F:3][C:4]1[CH:9]=[C:8]([CH2:10][NH:11][C:12]2[CH:13]=[CH:14][CH:15]=[C:16]3[C:21]=2[N:20]([CH2:22][CH2:23][CH3:24])[CH2:19][CH2:18][CH2:17]3)[CH:7]=[CH:6][C:5]=1/[CH:25]=[CH:26]/[C:27]([O:29][CH2:30][CH3:31])=[O:28].CO.C1COCC1. (3) The reactants are: [NH2:1][C@@H:2]1[CH2:6][CH2:5][N:4]([C:7](OC(C)(C)C)=O)[CH2:3]1.C([N:16](CC)CC)C.[Cl:21][C:22]1[CH:27]=[CH:26][CH:25]=[C:24]([Cl:28])[C:23]=1[S:29](Cl)(=[O:31])=[O:30].CCN(C(C)C)C(C)C.BrC#N. Given the product [Cl:21][C:22]1[CH:27]=[CH:26][CH:25]=[C:24]([Cl:28])[C:23]=1[S:29]([NH:1][C@@H:2]1[CH2:6][CH2:5][N:4]([C:7]#[N:16])[CH2:3]1)(=[O:31])=[O:30], predict the reactants needed to synthesize it. (4) Given the product [CH:2]1([N:5]([CH:19]2[CH2:24][CH2:23][N:22]([C:26]3[N:31]=[CH:30][C:29]([O:32][CH:33]([CH3:35])[CH3:34])=[CH:28][N:27]=3)[CH2:21][CH2:20]2)[C:6](=[O:18])[C:7]2[CH:8]=[CH:9][C:10]([C:13]3[O:17][CH:16]=[N:15][CH:14]=3)=[CH:11][CH:12]=2)[CH2:4][CH2:3]1, predict the reactants needed to synthesize it. The reactants are: Cl.[CH:2]1([N:5]([CH:19]2[CH2:24][CH2:23][NH:22][CH2:21][CH2:20]2)[C:6](=[O:18])[C:7]2[CH:12]=[CH:11][C:10]([C:13]3[O:17][CH:16]=[N:15][CH:14]=3)=[CH:9][CH:8]=2)[CH2:4][CH2:3]1.Cl[C:26]1[N:31]=[CH:30][C:29]([O:32][CH:33]([CH3:35])[CH3:34])=[CH:28][N:27]=1. (5) Given the product [F:1][C:2]1[CH:3]=[C:4]([N:5]2[C:24](=[O:25])[CH:23]=[C:22]([CH3:28])[N:18]=[C:19]2[CH3:21])[CH:6]=[CH:7][C:8]=1[N:9]1[CH:13]=[CH:12][CH:11]=[CH:10]1, predict the reactants needed to synthesize it. The reactants are: [F:1][C:2]1[CH:3]=[C:4]([CH:6]=[CH:7][C:8]=1[N:9]1[CH:13]=[CH:12][CH:11]=[CH:10]1)[NH2:5].C[Al](C)C.[NH:18](/[C:22](/[CH3:28])=[CH:23]\[C:24](OC)=[O:25])[C:19]([CH3:21])=O. (6) Given the product [Br:1][C:2]1[CH:3]=[C:4]2[C:8](=[CH:9][CH:10]=1)[N:7]([CH2:29][C:28]1[CH:31]=[CH:32][C:25]([F:24])=[CH:26][CH:27]=1)[C:6]([C:11]([O:13][CH2:14][CH3:15])=[O:12])=[C:5]2[O:16][CH2:17][C:18]1[CH:19]=[CH:20][CH:21]=[CH:22][CH:23]=1, predict the reactants needed to synthesize it. The reactants are: [Br:1][C:2]1[CH:3]=[C:4]2[C:8](=[CH:9][CH:10]=1)[NH:7][C:6]([C:11]([O:13][CH2:14][CH3:15])=[O:12])=[C:5]2[O:16][CH2:17][C:18]1[CH:23]=[CH:22][CH:21]=[CH:20][CH:19]=1.[F:24][C:25]1[CH:32]=[CH:31][C:28]([CH2:29]Br)=[CH:27][CH:26]=1.[H-].[Na+]. (7) Given the product [CH3:1][C:2]1[N:3]=[N:4][N:5]([CH2:7][C:8]2[CH:13]=[C:12]([C:14]([F:15])([F:16])[F:17])[CH:11]=[CH:10][C:9]=2/[CH:18]=[CH:19]/[C:20]([N:26]2[CH2:27][CH2:28][CH2:29][C@H:25]2[C:24]([F:31])([F:30])[F:23])=[O:22])[N:6]=1, predict the reactants needed to synthesize it. The reactants are: [CH3:1][C:2]1[N:3]=[N:4][N:5]([CH2:7][C:8]2[CH:13]=[C:12]([C:14]([F:17])([F:16])[F:15])[CH:11]=[CH:10][C:9]=2/[CH:18]=[CH:19]/[C:20]([OH:22])=O)[N:6]=1.[F:23][C:24]([F:31])([F:30])[C@@H:25]1[CH2:29][CH2:28][CH2:27][NH:26]1.